From a dataset of Forward reaction prediction with 1.9M reactions from USPTO patents (1976-2016). Predict the product of the given reaction. Given the reactants Cl.[NH:2]1[CH2:5][CH:4]([C:6]2[CH:27]=[CH:26][C:9]3[C:10]4[N:14]([CH2:15][CH2:16][O:17][C:8]=3[CH:7]=2)[CH:13]=[C:12]([C:18]2[N:19]([CH:23]([CH3:25])[CH3:24])[N:20]=[CH:21][N:22]=2)[N:11]=4)[CH2:3]1.[O-]P([O-])([O-])=O.[Na+].[Na+].[Na+].[CH3:36][NH:37][C:38](=[O:41])[CH2:39]Cl, predict the reaction product. The product is: [CH:23]([N:19]1[C:18]([C:12]2[N:11]=[C:10]3[C:9]4[CH:26]=[CH:27][C:6]([CH:4]5[CH2:3][N:2]([CH2:39][C:38]([NH:37][CH3:36])=[O:41])[CH2:5]5)=[CH:7][C:8]=4[O:17][CH2:16][CH2:15][N:14]3[CH:13]=2)=[N:22][CH:21]=[N:20]1)([CH3:24])[CH3:25].